From a dataset of Catalyst prediction with 721,799 reactions and 888 catalyst types from USPTO. Predict which catalyst facilitates the given reaction. (1) Reactant: Cl[C:2]1[CH:3]=[CH:4][C:5]2[N:6]([C:8]([CH3:25])=[C:9]([C:11]3[CH:12]=[CH:13][C:14]([CH3:24])=[C:15]([NH:17][C:18](=[O:23])[C:19]([CH3:22])([CH3:21])[CH3:20])[CH:16]=3)[N:10]=2)[N:7]=1.[F:26][C:27]1[CH:32]=[CH:31][C:30](B(O)O)=[CH:29][CH:28]=1.C([O-])([O-])=O.[Na+].[Na+].CC(O)C. Product: [F:26][C:27]1[CH:32]=[CH:31][CH:30]=[CH:29][C:28]=1[C:2]1[CH:3]=[CH:4][C:5]2[N:6]([C:8]([CH3:25])=[C:9]([C:11]3[CH:12]=[CH:13][C:14]([CH3:24])=[C:15]([NH:17][C:18](=[O:23])[C:19]([CH3:22])([CH3:21])[CH3:20])[CH:16]=3)[N:10]=2)[N:7]=1. The catalyst class is: 6. (2) Reactant: [CH2:1]([O:8][C:9]([C@H:11]1[CH2:16][CH2:15][C@@H:14]([N:17]([CH2:47][CH2:48][O:49][CH2:50][C:51]2[CH:56]=[CH:55][CH:54]=[CH:53][CH:52]=2)[C:18](=[O:46])[CH2:19][CH2:20][C@H:21]([NH:28][CH2:29][C:30]2[C:35]([N+:36]([O-])=O)=[CH:34][N:33]=[C:32]([O:39][C:40]3[CH:45]=[CH:44][CH:43]=[CH:42][CH:41]=3)[CH:31]=2)[CH:22]2[CH2:27][CH2:26][O:25][CH2:24][CH2:23]2)[CH2:13][CH2:12]1)=[O:10])[C:2]1[CH:7]=[CH:6][CH:5]=[CH:4][CH:3]=1.[NH4+].[Cl-]. Product: [CH2:1]([O:8][C:9]([C@H:11]1[CH2:12][CH2:13][C@@H:14]([N:17]([C:18](=[O:46])[CH2:19][CH2:20][C@H:21]([NH:28][CH2:29][C:30]2[C:35]([NH2:36])=[CH:34][N:33]=[C:32]([O:39][C:40]3[CH:41]=[CH:42][CH:43]=[CH:44][CH:45]=3)[CH:31]=2)[CH:22]2[CH2:27][CH2:26][O:25][CH2:24][CH2:23]2)[CH2:47][CH2:48][O:49][CH2:50][C:51]2[CH:56]=[CH:55][CH:54]=[CH:53][CH:52]=2)[CH2:15][CH2:16]1)=[O:10])[C:2]1[CH:3]=[CH:4][CH:5]=[CH:6][CH:7]=1. The catalyst class is: 284. (3) Reactant: [CH:1]([C:3]1[CH:13]=[C:12]([O:14][CH3:15])[C:11]([O:16][CH3:17])=[CH:10][C:4]=1[C:5](N(C)C)=[O:6])=[O:2].[C-]#N.[K+].C1OCCOCCOCCOCCOCCOC1.C[Si]([C:43]#[N:44])(C)C.C(=O)(O)[O-].[Na+]. Product: [CH3:15][O:14][C:12]1[CH:13]=[C:3]2[C:4](=[CH:10][C:11]=1[O:16][CH3:17])[CH:5]([C:43]#[N:44])[O:6][C:1]2=[O:2]. The catalyst class is: 4. (4) Reactant: [OH:1][C:2]1[CH:3]=[CH:4][C:5]2OCC(=O)N[C:6]=2[CH:12]=1.C([C:16]1[CH:17]=[CH:18][C:19]2[O:24][CH2:23][C:22](=[O:25])[NH:21][C:20]=2[CH:26]=1)(=O)C.[H-].[Na+].CC1C=CC(S([O:39][CH:40]2[CH2:45][CH2:44][N:43]([C:46]([O:48][C:49]([CH3:52])([CH3:51])[CH3:50])=[O:47])[CH2:42][CH2:41]2)(=O)=O)=CC=1. Product: [C:2]1([OH:1])[CH:3]=[CH:4][CH:5]=[CH:6][CH:12]=1.[C:49]([O:48][C:46]([N:43]1[CH2:44][CH2:45][CH:40]([O:39][C:16]2[CH:17]=[CH:18][C:19]3[O:24][CH2:23][C:22](=[O:25])[NH:21][C:20]=3[CH:26]=2)[CH2:41][CH2:42]1)=[O:47])([CH3:52])([CH3:50])[CH3:51]. The catalyst class is: 9.